Dataset: Reaction yield outcomes from USPTO patents with 853,638 reactions. Task: Predict the reaction yield, written as a fraction of the theoretical maximum amount of product (1.0 means a 100% yield; for example, 0.34 means a 34% yield). (1) The reactants are [H-].[Al+3].[Li+].[H-].[H-].[H-].[CH3:7][N:8]1[CH2:13][C:12](=O)[NH:11][C@@H:10]([C:15]2[CH:20]=[CH:19][CH:18]=[CH:17][CH:16]=2)[C:9]1=O.C(OCC)(=O)C.CO. The catalyst is C1COCC1.O. The product is [CH3:7][N:8]1[CH2:13][CH2:12][NH:11][C@@H:10]([C:15]2[CH:16]=[CH:17][CH:18]=[CH:19][CH:20]=2)[CH2:9]1. The yield is 0.776. (2) The yield is 0.790. The catalyst is O1CCCC1.O. The product is [CH3:1][O:2][CH2:3][CH2:4][N:5]([CH3:18])[C:6]1[N:11]=[CH:10][C:9]([CH:12]([CH3:17])[C:13]([OH:15])=[O:14])=[CH:8][CH:7]=1. The reactants are [CH3:1][O:2][CH2:3][CH2:4][N:5]([CH3:18])[C:6]1[N:11]=[CH:10][C:9]([CH:12]([CH3:17])[C:13]([O:15]C)=[O:14])=[CH:8][CH:7]=1.[Li+].[OH-].Cl. (3) The reactants are O=[C:2]1[CH2:5][CH:4]([C:6]([OH:8])=[O:7])[CH2:3]1.C1(P(=[CH:28][C:29]([O:31][C:32]([CH3:35])([CH3:34])[CH3:33])=[O:30])(C2C=CC=CC=2)C2C=CC=CC=2)C=CC=CC=1. The catalyst is C1(C)C=CC=CC=1. The product is [C:32]([O:31][C:29](=[O:30])[CH:28]=[C:2]1[CH2:5][CH:4]([C:6]([OH:8])=[O:7])[CH2:3]1)([CH3:35])([CH3:34])[CH3:33]. The yield is 0.890. (4) The reactants are [Cl:1][C:2]1[CH:7]=[CH:6][C:5]([N:8]=[C:9]=[O:10])=[CH:4][CH:3]=1.[NH2:11][C:12]1[CH:13]=[C:14]([C:18]([C:20]2[C:28]3[CH:27]=[N:26][CH:25]=[N:24][C:23]=3[N:22]([CH3:29])[CH:21]=2)=[O:19])[CH:15]=[N:16][CH:17]=1. The catalyst is N1C=CC=CC=1. The product is [Cl:1][C:2]1[CH:7]=[CH:6][C:5]([NH:8][C:9]([NH:11][C:12]2[CH:17]=[N:16][CH:15]=[C:14]([C:18]([C:20]3[C:28]4[CH:27]=[N:26][CH:25]=[N:24][C:23]=4[N:22]([CH3:29])[CH:21]=3)=[O:19])[CH:13]=2)=[O:10])=[CH:4][CH:3]=1. The yield is 0.490.